The task is: Predict the reactants needed to synthesize the given product.. This data is from Full USPTO retrosynthesis dataset with 1.9M reactions from patents (1976-2016). (1) Given the product [CH:13]([N:26]1[C:34]2[C:29](=[CH:30][C:31]([Cl:35])=[CH:32][CH:33]=2)[C:28]([CH2:36][CH2:37][S:38]([C:41]2[CH:46]=[CH:45][C:44]([C:47]3[CH:48]=[C:49]([CH:54]=[CH:55][CH:56]=3)[C:50]([O:52][CH3:53])=[O:51])=[CH:43][CH:42]=2)(=[O:40])=[O:39])=[C:27]1[CH2:57][CH2:58][O:59][S:2]([CH3:1])(=[O:4])=[O:3])([C:14]1[CH:15]=[CH:16][CH:17]=[CH:18][CH:19]=1)[C:20]1[CH:25]=[CH:24][CH:23]=[CH:22][CH:21]=1, predict the reactants needed to synthesize it. The reactants are: [CH3:1][S:2](Cl)(=[O:4])=[O:3].CCN(CC)CC.[CH:13]([N:26]1[C:34]2[C:29](=[CH:30][C:31]([Cl:35])=[CH:32][CH:33]=2)[C:28]([CH2:36][CH2:37][S:38]([C:41]2[CH:46]=[CH:45][C:44]([C:47]3[CH:48]=[C:49]([CH:54]=[CH:55][CH:56]=3)[C:50]([O:52][CH3:53])=[O:51])=[CH:43][CH:42]=2)(=[O:40])=[O:39])=[C:27]1[CH2:57][CH2:58][OH:59])([C:20]1[CH:25]=[CH:24][CH:23]=[CH:22][CH:21]=1)[C:14]1[CH:19]=[CH:18][CH:17]=[CH:16][CH:15]=1.O. (2) Given the product [Br:25][C:26]1[C:34]2[C:29](=[CH:30][CH:31]=[C:32]([O:35][CH2:36][CH2:37][OH:38])[CH:33]=2)[NH:28][C:27]=1[C:39]([NH:42][CH2:43][C:44]1[CH:49]=[CH:48][C:47]([Cl:50])=[C:46]([O:51][C:52]2[CH:53]=[C:54]([C:55]#[N:56])[CH:57]=[C:58]([Cl:60])[CH:59]=2)[C:45]=1[F:61])=[O:41], predict the reactants needed to synthesize it. The reactants are: CN(C(ON1N=NC2C=CC=NC1=2)=[N+](C)C)C.F[P-](F)(F)(F)(F)F.[Br:25][C:26]1[C:34]2[C:29](=[CH:30][CH:31]=[C:32]([O:35][CH2:36][CH2:37][OH:38])[CH:33]=2)[NH:28][C:27]=1[C:39]([OH:41])=O.[NH2:42][CH2:43][C:44]1[C:45]([F:61])=[C:46]([O:51][C:52]2[CH:53]=[C:54]([CH:57]=[C:58]([Cl:60])[CH:59]=2)[C:55]#[N:56])[C:47]([Cl:50])=[CH:48][CH:49]=1.CCN(C(C)C)C(C)C. (3) Given the product [NH2:10][C:7]1[CH:8]=[CH:9][C:4]([O:3][CH:2]([F:1])[F:14])=[C:5]([CH3:13])[CH:6]=1, predict the reactants needed to synthesize it. The reactants are: [F:1][CH:2]([F:14])[O:3][C:4]1[CH:9]=[CH:8][C:7]([N+:10]([O-])=O)=[CH:6][C:5]=1[CH3:13].C(O)(=O)C. (4) Given the product [CH3:1][C:2]1([CH3:20])[O:6][C@H:5]([CH2:7][O:8][C:9]2[CH:14]=[CH:13][C:12]([CH2:15][CH2:16][CH2:17]/[CH:18]=[N:27]/[S:25]([C:21]([CH3:24])([CH3:23])[CH3:22])=[O:26])=[CH:11][CH:10]=2)[CH2:4][O:3]1, predict the reactants needed to synthesize it. The reactants are: [CH3:1][C:2]1([CH3:20])[O:6][C@H:5]([CH2:7][O:8][C:9]2[CH:14]=[CH:13][C:12]([CH2:15][CH2:16][CH2:17][CH:18]=O)=[CH:11][CH:10]=2)[CH2:4][O:3]1.[C:21]([S:25]([NH2:27])=[O:26])([CH3:24])([CH3:23])[CH3:22]. (5) Given the product [CH3:15][C:13]1[CH2:12][N:9]2[CH:10]=[CH:11][C:6]3[C:7]([CH:2]=[C:3]([C:19]4[CH:24]=[CH:23][CH:22]=[CH:21][CH:20]=4)[N:5]=3)=[C:8]2[N:14]=1, predict the reactants needed to synthesize it. The reactants are: F[C:2](F)(F)[C:3]([NH:5][C:6]1[CH:11]=[CH:10][N:9]2[CH:12]=[C:13]([CH3:15])[N:14]=[C:8]2[C:7]=1I)=O.[C:19]1(C#C)[CH:24]=[CH:23][CH:22]=[CH:21][CH:20]=1.[O-]P([O-])([O-])=O.[K+].[K+].[K+].